From a dataset of Reaction yield outcomes from USPTO patents with 853,638 reactions. Predict the reaction yield, written as a fraction of the theoretical maximum amount of product (1.0 means a 100% yield; for example, 0.34 means a 34% yield). (1) The reactants are [Cl:1][C:2]1[N:7]=[C:6]([CH3:8])[CH:5]=[CH:4][CH:3]=1.[F:9][C:10]1[CH:20]=[CH:19][C:13]([C:14](OCC)=[O:15])=[CH:12][CH:11]=1.C[Si]([N-][Si](C)(C)C)(C)C.[Li+]. The catalyst is O1CCCC1. The product is [Cl:1][C:2]1[N:7]=[C:6]([CH2:8][C:14]([C:13]2[CH:19]=[CH:20][C:10]([F:9])=[CH:11][CH:12]=2)=[O:15])[CH:5]=[CH:4][CH:3]=1. The yield is 0.660. (2) The reactants are O[CH2:2][C:3]1[C:4]([C:9]2[CH:10]=[N:11][CH:12]=[CH:13][CH:14]=2)=[N:5][CH:6]=[CH:7][CH:8]=1.Cl.O1CCOCC1. The catalyst is [Pd].CO. The product is [CH3:2][C:3]1[C:4]([C:9]2[CH:10]=[N:11][CH:12]=[CH:13][CH:14]=2)=[N:5][CH:6]=[CH:7][CH:8]=1. The yield is 0.760.